From a dataset of Full USPTO retrosynthesis dataset with 1.9M reactions from patents (1976-2016). Predict the reactants needed to synthesize the given product. (1) Given the product [CH2:14]([N:21]1[CH2:3][C:4]2[C:5](=[CH:6][CH:7]=[CH:8][C:9]=2[I:10])[C:11]1=[O:23])[C:15]1[CH:20]=[CH:19][CH:18]=[CH:17][CH:16]=1, predict the reactants needed to synthesize it. The reactants are: CO[C:3](=O)[C:4]1[C:9]([I:10])=[CH:8][CH:7]=[CH:6][C:5]=1[CH2:11]Br.[CH2:14]([NH2:21])[C:15]1[CH:20]=[CH:19][CH:18]=[CH:17][CH:16]=1.C([O-])([O-])=[O:23].[K+].[K+].C(OCC)(=O)C. (2) Given the product [OH:47][CH2:46][C@@H:43]1[C@@:7]2([CH3:48])[CH2:8][C@@H:9]([O:39][CH2:40][O:41][CH3:42])[CH:10]3[C@:11]45[C@@:2]([OH:1])([CH2:21][C@@H:20]([O:22][C@H:23]6[C@@H:28]7[O:29][C:30]([CH3:32])([CH3:33])[O:31][C@@H:27]7[C@@H:26]([O:34][CH2:35][O:36][CH3:37])[C@H:25]([CH3:38])[O:24]6)[CH2:19][C@H:12]4[O:13][C:14]([CH3:17])([CH3:18])[O:15][CH2:16]5)[CH2:3][CH2:4][CH:5]3[C@@:6]2([OH:49])[CH2:45][CH2:44]1, predict the reactants needed to synthesize it. The reactants are: [OH:1][C@@:2]12[CH2:21][C@@H:20]([O:22][C@H:23]3[C@@H:28]4[O:29][C:30]([CH3:33])([CH3:32])[O:31][C@@H:27]4[C@@H:26]([O:34][CH2:35][O:36][CH3:37])[C@H:25]([CH3:38])[O:24]3)[CH2:19][C@H:12]3[O:13][C:14]([CH3:18])([CH3:17])[O:15][CH2:16][C@@:11]13[CH:10]1[CH:5]([C@@:6]3([OH:49])[CH2:45][CH2:44][C@H:43]([CH:46]=[O:47])[C@@:7]3([CH3:48])[CH2:8][C@H:9]1[O:39][CH2:40][O:41][CH3:42])[CH2:4][CH2:3]2.[BH4-].[Na+]. (3) Given the product [F:42][C:40]1([F:43])[CH2:41][C@@H:39]1[CH2:38][O:1][C:2]1[CH:3]=[CH:4][C:5]([C:8]2[S:9][C:10]3[CH:15]=[C:14]([O:16][CH2:17][C@@H:18]([NH:20][C:21](=[O:23])[CH3:22])[CH3:19])[N:13]=[CH:12][C:11]=3[N:24]=2)=[CH:6][CH:7]=1, predict the reactants needed to synthesize it. The reactants are: [OH:1][C:2]1[CH:7]=[CH:6][C:5]([C:8]2[S:9][C:10]3[CH:15]=[C:14]([O:16][CH2:17][C@@H:18]([NH:20][C:21](=[O:23])[CH3:22])[CH3:19])[N:13]=[CH:12][C:11]=3[N:24]=2)=[CH:4][CH:3]=1.[N+](C1C=CC(S(O[CH2:38][C@H:39]2[CH2:41][C:40]2([F:43])[F:42])(=O)=O)=CC=1)([O-])=O. (4) The reactants are: [Cl-].O[NH3+:3].[C:4](=[O:7])([O-])[OH:5].[Na+].CS(C)=O.[CH:13]1([C:16]2[S:53][C:19]3[N:20]([CH2:37][C:38]4[CH:43]=[CH:42][C:41]([C:44]5[C:45]([C:50]#[N:51])=[CH:46][CH:47]=[CH:48][CH:49]=5)=[CH:40][C:39]=4[F:52])[C:21](=[O:36])[N:22]([CH2:25][C:26]([C:28]4[CH:33]=[CH:32][C:31]([O:34][CH3:35])=[CH:30][CH:29]=4)=[O:27])[C:23](=[O:24])[C:18]=3[CH:17]=2)[CH2:15][CH2:14]1. Given the product [CH:13]1([C:16]2[S:53][C:19]3[N:20]([CH2:37][C:38]4[CH:43]=[CH:42][C:41]([C:44]5[CH:49]=[CH:48][CH:47]=[CH:46][C:45]=5[C:50]5[NH:3][C:4](=[O:7])[O:5][N:51]=5)=[CH:40][C:39]=4[F:52])[C:21](=[O:36])[N:22]([CH2:25][C:26]([C:28]4[CH:33]=[CH:32][C:31]([O:34][CH3:35])=[CH:30][CH:29]=4)=[O:27])[C:23](=[O:24])[C:18]=3[CH:17]=2)[CH2:15][CH2:14]1, predict the reactants needed to synthesize it. (5) Given the product [NH2:31][C@H:4]([CH2:5][C:6]([NH:7][CH:8]1[C:20]2[CH:19]=[CH:18][CH:17]=[C:16]([C:21]3[NH:29][C:24]4[CH:25]=[N:26][CH:27]=[CH:28][C:23]=4[N:22]=3)[C:15]=2[C:14]2[C:9]1=[CH:10][CH:11]=[CH:12][CH:13]=2)=[O:30])[C:1]([NH2:2])=[O:3], predict the reactants needed to synthesize it. The reactants are: [C:1]([C@H:4]([NH:31]C(=O)O)[CH2:5][C:6](=[O:30])[NH:7][CH:8]1[C:20]2[CH:19]=[CH:18][CH:17]=[C:16]([C:21]3[NH:29][C:24]4[CH:25]=[N:26][CH:27]=[CH:28][C:23]=4[N:22]=3)[C:15]=2[C:14]2[C:9]1=[CH:10][CH:11]=[CH:12][CH:13]=2)(=[O:3])[NH2:2].Cl. (6) Given the product [Cl:1][C:2]1[N:3]=[C:4]([C:9]2[CH:10]=[N:11][CH:12]=[CH:13][CH:14]=2)[N:5]([CH2:22][C:23]2[C:32]3[C:27](=[CH:28][CH:29]=[CH:30][CH:31]=3)[CH:26]=[CH:25][CH:24]=2)[C:6]=1[CH:7]=[O:8], predict the reactants needed to synthesize it. The reactants are: [Cl:1][C:2]1[N:3]=[C:4]([C:9]2[CH:10]=[N:11][CH:12]=[CH:13][CH:14]=2)[NH:5][C:6]=1[CH:7]=[O:8].C(=O)([O-])[O-].[K+].[K+].Cl[CH2:22][C:23]1[C:32]2[C:27](=[CH:28][CH:29]=[CH:30][CH:31]=2)[CH:26]=[CH:25][CH:24]=1.O.